Dataset: Catalyst prediction with 721,799 reactions and 888 catalyst types from USPTO. Task: Predict which catalyst facilitates the given reaction. (1) Reactant: [NH:1]1[CH:5]=[CH:4][N:3]=[C:2]1[CH2:6][N:7]([CH2:14][C:15]1[CH:23]=[CH:22][C:18]([C:19](O)=[O:20])=[CH:17][CH:16]=1)[CH2:8][C:9]1[NH:10][CH:11]=[CH:12][N:13]=1.C1CCC(N=C=NC2CCCCC2)CC1.C1C=CC2N(O)N=NC=2C=1.[CH2:49]([N:52]([CH2:61][CH2:62][CH3:63])[CH2:53][CH2:54][N:55]1[CH2:60][CH2:59][NH:58][CH2:57][CH2:56]1)[CH2:50][CH3:51]. Product: [NH:10]1[CH:11]=[CH:12][N:13]=[C:9]1[CH2:8][N:7]([CH2:14][C:15]1[CH:23]=[CH:22][C:18]([C:19]([N:58]2[CH2:59][CH2:60][N:55]([CH2:54][CH2:53][N:52]([CH2:61][CH2:62][CH3:63])[CH2:49][CH2:50][CH3:51])[CH2:56][CH2:57]2)=[O:20])=[CH:17][CH:16]=1)[CH2:6][C:2]1[NH:1][CH:5]=[CH:4][N:3]=1. The catalyst class is: 3. (2) Reactant: [CH2:1]([O:3][C:4]([C:6]1[N:7]=[C:8]([C:21]2[CH:26]=[CH:25][C:24]([C:27]([F:30])([F:29])[F:28])=[CH:23][CH:22]=2)[O:9][C:10]=1[C:11]1[CH:16]=[CH:15][C:14]([O:17]C(=O)C)=[CH:13][CH:12]=1)=[O:5])[CH3:2].[OH-].[Na+]. Product: [CH2:1]([O:3][C:4]([C:6]1[N:7]=[C:8]([C:21]2[CH:26]=[CH:25][C:24]([C:27]([F:29])([F:30])[F:28])=[CH:23][CH:22]=2)[O:9][C:10]=1[C:11]1[CH:12]=[CH:13][C:14]([OH:17])=[CH:15][CH:16]=1)=[O:5])[CH3:2]. The catalyst class is: 1. (3) Reactant: [Cl:1][C:2]1[CH:3]=[N:4][C:5]2[C:10]([C:11]=1Cl)=[CH:9][C:8]([C:13]([O:15][CH3:16])=[O:14])=[CH:7][CH:6]=2.[NH:17]1[CH2:21][CH2:20][CH2:19][CH2:18]1.CN1C(=O)CCC1. Product: [Cl:1][C:2]1[CH:3]=[N:4][C:5]2[C:10]([C:11]=1[N:17]1[CH2:21][CH2:20][CH2:19][CH2:18]1)=[CH:9][C:8]([C:13]([O:15][CH3:16])=[O:14])=[CH:7][CH:6]=2. The catalyst class is: 6. (4) Reactant: Cl.[CH2:2]([N:9]([CH2:17][CH:18]1[CH2:23][CH2:22][NH:21][CH2:20][CH2:19]1)[C:10]1[CH:15]=[CH:14][C:13]([Br:16])=[CH:12][CH:11]=1)[C:3]1[CH:8]=[CH:7][CH:6]=[CH:5][CH:4]=1.CCN=C=NCCCN(C)C.C1C=CC2N(O)N=NC=2C=1.CCN(C(C)C)C(C)C.[F:54][C:55]([F:64])([F:63])[C:56]1([C:60](O)=[O:61])[CH2:59][CH2:58][CH2:57]1. Product: [CH2:2]([N:9]([CH2:17][CH:18]1[CH2:19][CH2:20][N:21]([C:60]([C:56]2([C:55]([F:64])([F:63])[F:54])[CH2:59][CH2:58][CH2:57]2)=[O:61])[CH2:22][CH2:23]1)[C:10]1[CH:15]=[CH:14][C:13]([Br:16])=[CH:12][CH:11]=1)[C:3]1[CH:4]=[CH:5][CH:6]=[CH:7][CH:8]=1. The catalyst class is: 18. (5) The catalyst class is: 492. Product: [CH2:16]([C:13]1[CH:14]=[CH:15][C:10]([C:8]#[C:9][C:9]2[CH:8]=[C:10]3[C:15](=[CH:6][CH:7]=2)[C:23](=[O:24])[CH2:13][CH2:12][CH2:11]3)=[CH:11][CH:12]=1)[CH:17]([CH3:19])[CH3:18]. Reactant: C(N([CH2:6][CH3:7])CC)C.[C:8]([C:10]1[CH:15]=[CH:14][C:13]([CH2:16][CH:17]([CH3:19])[CH3:18])=[CH:12][CH:11]=1)#[CH:9].Cl.CN(C)[CH:23]=[O:24]. (6) Reactant: [CH3:13][C:12]([O:11][C:9](O[C:9]([O:11][C:12]([CH3:15])([CH3:14])[CH3:13])=[O:10])=[O:10])([CH3:15])[CH3:14].[N+:16]([C:19]1[CH:20]=[CH:21][C:22]([O:30][C:31]2[CH:36]=[CH:35][C:34]([O:37][C:38]([F:41])([F:40])[F:39])=[CH:33][CH:32]=2)=[C:23]([CH:25]2[CH2:29][CH2:28][CH2:27][NH:26]2)[CH:24]=1)([O-:18])=[O:17]. Product: [N+:16]([C:19]1[CH:20]=[CH:21][C:22]([O:30][C:31]2[CH:36]=[CH:35][C:34]([O:37][C:38]([F:41])([F:39])[F:40])=[CH:33][CH:32]=2)=[C:23]([CH:25]2[CH2:29][CH2:28][CH2:27][N:26]2[C:9]([O:11][C:12]([CH3:13])([CH3:14])[CH3:15])=[O:10])[CH:24]=1)([O-:18])=[O:17]. The catalyst class is: 2. (7) Reactant: Cl.[C:2]([O:10][C@@H:11]1[C@@H:15]([CH2:16][OH:17])[CH2:14][C@@H:13]([NH2:18])[C@@H:12]1[O:19][C:20](=[O:27])[C:21]1[CH:26]=[CH:25][CH:24]=[CH:23][CH:22]=1)(=[O:9])[C:3]1[CH:8]=[CH:7][CH:6]=[CH:5][CH:4]=1.[C:28](Cl)(=[O:35])[C:29]1[CH:34]=[CH:33][N:32]=[CH:31][CH:30]=1.[Cl-].[NH4+]. Product: [C:20]([O:19][C@H:12]1[C@H:13]([NH:18][C:28](=[O:35])[C:29]2[CH:34]=[CH:33][N:32]=[CH:31][CH:30]=2)[CH2:14][C@H:15]([CH2:16][OH:17])[C@H:11]1[O:10][C:2](=[O:9])[C:3]1[CH:4]=[CH:5][CH:6]=[CH:7][CH:8]=1)(=[O:27])[C:21]1[CH:26]=[CH:25][CH:24]=[CH:23][CH:22]=1. The catalyst class is: 2. (8) Reactant: CCN(C(C)C)C(C)C.[CH3:10][S:11](Cl)(=[O:13])=[O:12].Cl[CH2:16][C:17]1[CH:18]=[C:19]([NH:27][C:28]([N:30]2[C:38]3[C:33](=[CH:34][C:35]([O:39][C:40]4[C:41]5[CH2:49][CH2:48][N:47]([C:50]([O:52][C:53]([CH3:56])([CH3:55])[CH3:54])=[O:51])[CH2:46][C:42]=5[N:43]=[CH:44][N:45]=4)=[CH:36][CH:37]=3)[CH:32]=[CH:31]2)=[O:29])[CH:20]=[C:21]([C:23]([F:26])([F:25])[F:24])[CH:22]=1.CC[O:59]C(C)=O. Product: [CH3:10][S:11]([O:13][CH2:16][C:17]1[CH:18]=[C:19]([NH:27][C:28]([N:30]2[C:38]3[C:33](=[CH:34][C:35]([O:39][C:40]4[C:41]5[CH2:49][CH2:48][N:47]([C:50]([O:52][C:53]([CH3:56])([CH3:55])[CH3:54])=[O:51])[CH2:46][C:42]=5[N:43]=[CH:44][N:45]=4)=[CH:36][CH:37]=3)[CH:32]=[CH:31]2)=[O:29])[CH:20]=[C:21]([C:23]([F:26])([F:25])[F:24])[CH:22]=1)(=[O:59])=[O:12]. The catalyst class is: 2.